This data is from Ames mutagenicity test results for genotoxicity prediction. The task is: Regression/Classification. Given a drug SMILES string, predict its toxicity properties. Task type varies by dataset: regression for continuous values (e.g., LD50, hERG inhibition percentage) or binary classification for toxic/non-toxic outcomes (e.g., AMES mutagenicity, cardiotoxicity, hepatotoxicity). Dataset: ames. (1) The drug is CCCOc1cc2c(c3ccc4ccccc4c13)CCC2=O. The result is 0 (non-mutagenic). (2) The compound is Nc1ccc2[nH]c3ccccc3c2c1. The result is 1 (mutagenic). (3) The molecule is CCCCCCCC(=O)Cl. The result is 1 (mutagenic). (4) The drug is C#CC1(O)CCC2C3CCC4=CC(=O)CCC4C3CCC21C. The result is 0 (non-mutagenic).